From a dataset of NCI-60 drug combinations with 297,098 pairs across 59 cell lines. Regression. Given two drug SMILES strings and cell line genomic features, predict the synergy score measuring deviation from expected non-interaction effect. (1) Drug 1: CCC1=CC2CC(C3=C(CN(C2)C1)C4=CC=CC=C4N3)(C5=C(C=C6C(=C5)C78CCN9C7C(C=CC9)(C(C(C8N6C)(C(=O)OC)O)OC(=O)C)CC)OC)C(=O)OC.C(C(C(=O)O)O)(C(=O)O)O. Drug 2: CC(CN1CC(=O)NC(=O)C1)N2CC(=O)NC(=O)C2. Cell line: UO-31. Synergy scores: CSS=14.3, Synergy_ZIP=-6.17, Synergy_Bliss=-3.86, Synergy_Loewe=0.446, Synergy_HSA=0.609. (2) Drug 1: CN(C)N=NC1=C(NC=N1)C(=O)N. Drug 2: C1CN1P(=S)(N2CC2)N3CC3. Cell line: HCC-2998. Synergy scores: CSS=9.80, Synergy_ZIP=-6.54, Synergy_Bliss=-9.56, Synergy_Loewe=-22.3, Synergy_HSA=-9.21. (3) Cell line: MALME-3M. Drug 1: CC12CCC3C(C1CCC2=O)CC(=C)C4=CC(=O)C=CC34C. Synergy scores: CSS=65.0, Synergy_ZIP=21.3, Synergy_Bliss=18.3, Synergy_Loewe=16.1, Synergy_HSA=17.7. Drug 2: CCN(CC)CCCC(C)NC1=C2C=C(C=CC2=NC3=C1C=CC(=C3)Cl)OC. (4) Drug 2: CC=C1C(=O)NC(C(=O)OC2CC(=O)NC(C(=O)NC(CSSCCC=C2)C(=O)N1)C(C)C)C(C)C. Cell line: HCC-2998. Drug 1: CN1CCC(CC1)COC2=C(C=C3C(=C2)N=CN=C3NC4=C(C=C(C=C4)Br)F)OC. Synergy scores: CSS=57.5, Synergy_ZIP=-2.91, Synergy_Bliss=-5.19, Synergy_Loewe=-35.4, Synergy_HSA=-3.82. (5) Drug 1: C1CC(=O)NC(=O)C1N2CC3=C(C2=O)C=CC=C3N. Drug 2: CC1C(C(CC(O1)OC2CC(CC3=C2C(=C4C(=C3O)C(=O)C5=C(C4=O)C(=CC=C5)OC)O)(C(=O)C)O)N)O.Cl. Cell line: SK-MEL-5. Synergy scores: CSS=9.02, Synergy_ZIP=2.03, Synergy_Bliss=7.17, Synergy_Loewe=-15.1, Synergy_HSA=3.37. (6) Drug 1: CN1C(=O)N2C=NC(=C2N=N1)C(=O)N. Drug 2: CC1=C(N=C(N=C1N)C(CC(=O)N)NCC(C(=O)N)N)C(=O)NC(C(C2=CN=CN2)OC3C(C(C(C(O3)CO)O)O)OC4C(C(C(C(O4)CO)O)OC(=O)N)O)C(=O)NC(C)C(C(C)C(=O)NC(C(C)O)C(=O)NCCC5=NC(=CS5)C6=NC(=CS6)C(=O)NCCC[S+](C)C)O. Cell line: TK-10. Synergy scores: CSS=10.0, Synergy_ZIP=-4.29, Synergy_Bliss=-2.39, Synergy_Loewe=-12.5, Synergy_HSA=-1.32. (7) Drug 1: C1=NC(=NC(=O)N1C2C(C(C(O2)CO)O)O)N. Synergy scores: CSS=5.66, Synergy_ZIP=-1.98, Synergy_Bliss=-0.456, Synergy_Loewe=2.26, Synergy_HSA=0.217. Cell line: HOP-92. Drug 2: CC(C)(C#N)C1=CC(=CC(=C1)CN2C=NC=N2)C(C)(C)C#N. (8) Synergy scores: CSS=15.0, Synergy_ZIP=-3.75, Synergy_Bliss=0.404, Synergy_Loewe=-11.5, Synergy_HSA=0.0220. Cell line: A498. Drug 1: CC1=C(N=C(N=C1N)C(CC(=O)N)NCC(C(=O)N)N)C(=O)NC(C(C2=CN=CN2)OC3C(C(C(C(O3)CO)O)O)OC4C(C(C(C(O4)CO)O)OC(=O)N)O)C(=O)NC(C)C(C(C)C(=O)NC(C(C)O)C(=O)NCCC5=NC(=CS5)C6=NC(=CS6)C(=O)NCCC[S+](C)C)O. Drug 2: CN(C(=O)NC(C=O)C(C(C(CO)O)O)O)N=O.